This data is from Full USPTO retrosynthesis dataset with 1.9M reactions from patents (1976-2016). The task is: Predict the reactants needed to synthesize the given product. (1) Given the product [OH:2][CH2:1][C:3]1[CH:8]=[CH:7][CH:6]=[CH:5][C:4]=1[C:9]1[N:13]([S:14]([C:17]2[CH:18]=[N:19][CH:20]=[CH:21][CH:22]=2)(=[O:16])=[O:15])[CH:12]=[C:11]([CH2:23][N:24]([CH3:32])[C:25](=[O:31])[O:26][C:27]([CH3:28])([CH3:29])[CH3:30])[CH:10]=1, predict the reactants needed to synthesize it. The reactants are: [CH:1]([C:3]1[CH:8]=[CH:7][CH:6]=[CH:5][C:4]=1[C:9]1[N:13]([S:14]([C:17]2[CH:18]=[N:19][CH:20]=[CH:21][CH:22]=2)(=[O:16])=[O:15])[CH:12]=[C:11]([CH2:23][N:24]([CH3:32])[C:25](=[O:31])[O:26][C:27]([CH3:30])([CH3:29])[CH3:28])[CH:10]=1)=[O:2].[BH4-].[Na+].CO.O. (2) Given the product [Si:29]([O:28][C@@H:24]1[C@@H:25]([CH3:27])[CH2:26][N:21]([C:20]2[CH:19]=[CH:18][N:17]=[CH:16][C:15]=2[NH:14][C:12]([C:8]2[CH:7]=[CH:6][C:5]3[C:10](=[CH:11][C:2]([C:54]4[CH:55]=[N:56][C:51]([O:50][CH:47]5[CH2:48][CH2:49][O:44][CH2:45][CH2:46]5)=[CH:52][CH:53]=4)=[CH:3][CH:4]=3)[N:9]=2)=[O:13])[CH2:22][C@H:23]1[NH:36][C:37](=[O:43])[O:38][C:39]([CH3:40])([CH3:42])[CH3:41])([C:32]([CH3:35])([CH3:33])[CH3:34])([CH3:31])[CH3:30], predict the reactants needed to synthesize it. The reactants are: Br[C:2]1[CH:11]=[C:10]2[C:5]([CH:6]=[CH:7][C:8]([C:12]([NH:14][C:15]3[CH:16]=[N:17][CH:18]=[CH:19][C:20]=3[N:21]3[CH2:26][C@H:25]([CH3:27])[C@@H:24]([O:28][Si:29]([C:32]([CH3:35])([CH3:34])[CH3:33])([CH3:31])[CH3:30])[C@H:23]([NH:36][C:37](=[O:43])[O:38][C:39]([CH3:42])([CH3:41])[CH3:40])[CH2:22]3)=[O:13])=[N:9]2)=[CH:4][CH:3]=1.[O:44]1[CH2:49][CH2:48][CH:47]([O:50][C:51]2[N:56]=[CH:55][C:54](B(O)O)=[CH:53][CH:52]=2)[CH2:46][CH2:45]1.CCN(C(C)C)C(C)C.N#N. (3) Given the product [F:1][C:2]1[C:3]([CH3:16])=[C:4]([CH:12]=[CH:13][CH:14]=1)[O:5][CH:6]1[CH2:11][CH2:10][CH2:9][CH2:8][O:7]1, predict the reactants needed to synthesize it. The reactants are: [F:1][C:2]1[CH:3]=[C:4]([CH:12]=[CH:13][CH:14]=1)[O:5][CH:6]1[CH2:11][CH2:10][CH2:9][CH2:8][O:7]1.[Li][CH2:16]CCC.CI. (4) Given the product [Br:21][C:19]1[CH:18]=[CH:17][C:5]2[O:6][CH2:7][CH2:8][N:9]=[C:1]([CH3:2])[C:4]=2[CH:20]=1, predict the reactants needed to synthesize it. The reactants are: [C:1]([C:4]1[CH:20]=[C:19]([Br:21])[CH:18]=[CH:17][C:5]=1[O:6][CH2:7][CH2:8][NH:9]C(=O)OC(C)(C)C)(=O)[CH3:2].C(O)(C(F)(F)F)=O. (5) Given the product [CH2:13]([O:20][N:21]=[C:5]([C:4]([O:3][CH2:1][CH3:2])=[O:12])[C:6]([O:8][CH2:9][CH3:10])=[O:7])[C:14]1[CH:19]=[CH:18][CH:17]=[CH:16][CH:15]=1, predict the reactants needed to synthesize it. The reactants are: [CH2:1]([O:3][C:4](=[O:12])[C:5](=O)[C:6]([O:8][CH2:9][CH3:10])=[O:7])[CH3:2].[CH2:13]([O:20][NH2:21])[C:14]1[CH:19]=[CH:18][CH:17]=[CH:16][CH:15]=1. (6) The reactants are: Cl[C:2]1[CH:3]2[C:10]([I:11])=[CH:9][N:8]([CH2:12][CH2:13][C:14]([O:16][C:17]([CH3:20])([CH3:19])[CH3:18])=[O:15])[CH:4]2[N:5]=[CH:6][N:7]=1.[CH3:21][NH2:22]. Given the product [I:11][C:10]1[CH:3]2[CH:4]([N:5]=[CH:6][N:7]=[C:2]2[NH:22][CH3:21])[N:8]([CH2:12][CH2:13][C:14]([O:16][C:17]([CH3:20])([CH3:19])[CH3:18])=[O:15])[CH:9]=1, predict the reactants needed to synthesize it.